From a dataset of Full USPTO retrosynthesis dataset with 1.9M reactions from patents (1976-2016). Predict the reactants needed to synthesize the given product. (1) Given the product [NH2:25][S:22]([NH:26][C:11](=[O:12])[C:10]1[CH:14]=[C:15]([F:16])[C:7]([O:6][C:5]2[CH:18]=[CH:19][C:2]([Cl:1])=[CH:3][C:4]=2[O:20][CH3:21])=[CH:8][C:9]=1[F:17])(=[O:24])=[O:23], predict the reactants needed to synthesize it. The reactants are: [Cl:1][C:2]1[CH:19]=[CH:18][C:5]([O:6][C:7]2[C:15]([F:16])=[CH:14][C:10]([C:11](O)=[O:12])=[C:9]([F:17])[CH:8]=2)=[C:4]([O:20][CH3:21])[CH:3]=1.[S:22]([NH2:26])([NH2:25])(=[O:24])=[O:23]. (2) Given the product [Cl:8][C:9]1[CH:14]=[CH:13][C:12]([CH2:15][C:16]([OH:18])=[O:17])=[C:11]([CH2:20][N:21]2[CH2:26][CH2:25][N:24]([C:37](=[O:38])[CH2:36][C:33]3[CH:34]=[CH:35][C:30]([Cl:29])=[CH:31][CH:32]=3)[C@@H:23]([CH2:27][CH3:28])[CH2:22]2)[CH:10]=1, predict the reactants needed to synthesize it. The reactants are: FC(F)(F)C(O)=O.[Cl:8][C:9]1[CH:14]=[CH:13][C:12]([CH2:15][C:16]([O:18]C)=[O:17])=[C:11]([CH2:20][N:21]2[CH2:26][CH2:25][NH:24][C@@H:23]([CH2:27][CH3:28])[CH2:22]2)[CH:10]=1.[Cl:29][C:30]1[CH:35]=[CH:34][C:33]([CH2:36][C:37](Cl)=[O:38])=[CH:32][CH:31]=1.